Regression/Classification. Given a drug SMILES string, predict its absorption, distribution, metabolism, or excretion properties. Task type varies by dataset: regression for continuous measurements (e.g., permeability, clearance, half-life) or binary classification for categorical outcomes (e.g., BBB penetration, CYP inhibition). Dataset: rlm. From a dataset of Rat liver microsome stability data. (1) The molecule is COc1ccc(-n2nc3c(N4CCCC(C(=O)NCCc5ccc(C)cc5)C4)nnc(C)c3c2C)cc1. The result is 1 (stable in rat liver microsomes). (2) The drug is CC(=O)N1CCCc2c(C)c3c(n2-c2ccc(C(N)=O)c(c2)N[C@@H](C)C1)CC(C)(C)CC3=O. The result is 1 (stable in rat liver microsomes). (3) The drug is Cn1cc(C[C@H](NC(=O)C2CCCCC2)C(=O)Nc2ccncc2)c2ccccc21. The result is 1 (stable in rat liver microsomes). (4) The molecule is CS(=O)(=O)N1CCC(Oc2ccc3c(c2)CCC2(CCN(C4CCC4)CC2)O3)CC1. The result is 0 (unstable in rat liver microsomes).